The task is: Predict which catalyst facilitates the given reaction.. This data is from Catalyst prediction with 721,799 reactions and 888 catalyst types from USPTO. (1) Reactant: [Br:1][C:2]1[CH:7]=[CH:6][C:5]([NH:8][C:9]([C:11]2[N:12](COCC[Si](C)(C)C)[CH:13]=[C:14]([C:16]#[N:17])[N:15]=2)=[O:10])=[C:4]([C:26]2[CH2:31][CH2:30][C:29]([CH3:33])([CH3:32])[CH2:28][CH:27]=2)[CH:3]=1.CCO.C(O)(C(F)(F)F)=O. Product: [Br:1][C:2]1[CH:7]=[CH:6][C:5]([NH:8][C:9]([C:11]2[NH:12][CH:13]=[C:14]([C:16]#[N:17])[N:15]=2)=[O:10])=[C:4]([C:26]2[CH2:31][CH2:30][C:29]([CH3:33])([CH3:32])[CH2:28][CH:27]=2)[CH:3]=1. The catalyst class is: 2. (2) Reactant: [OH-].[Na+].C(N(CC)C(=O)[O:7][C:8]1[CH:13]=[CH:12][CH:11]=[C:10]([Br:14])[C:9]=1[CH2:15][CH3:16])C. Product: [Br:14][C:10]1[C:9]([CH2:15][CH3:16])=[C:8]([OH:7])[CH:13]=[CH:12][CH:11]=1. The catalyst class is: 8. (3) Reactant: C(OC(=O)[NH:7][C@H:8]1[CH2:14][S:13][C:12]2[CH:15]=[CH:16][CH:17]=[CH:18][C:11]=2[NH:10][C:9]1=[O:19])(C)(C)C.[ClH:21]. The catalyst class is: 12. Product: [ClH:21].[NH2:7][C@H:8]1[CH2:14][S:13][C:12]2[CH:15]=[CH:16][CH:17]=[CH:18][C:11]=2[NH:10][C:9]1=[O:19]. (4) Reactant: [Si:1]([O:18][CH2:19][CH:20]([OH:23])[CH2:21][OH:22])([C:14]([CH3:17])([CH3:16])[CH3:15])([C:8]1[CH:13]=[CH:12][CH:11]=[CH:10][CH:9]=1)[C:2]1[CH:7]=[CH:6][CH:5]=[CH:4][CH:3]=1.[S:24](Cl)([C:27]1[CH:33]=[CH:32][C:30]([CH3:31])=[CH:29][CH:28]=1)(=[O:26])=[O:25]. Product: [CH3:31][C:30]1[CH:32]=[CH:33][C:27]([S:24]([O:22][CH2:21][CH:20]([OH:23])[CH2:19][O:18][Si:1]([C:14]([CH3:17])([CH3:15])[CH3:16])([C:8]2[CH:13]=[CH:12][CH:11]=[CH:10][CH:9]=2)[C:2]2[CH:3]=[CH:4][CH:5]=[CH:6][CH:7]=2)(=[O:26])=[O:25])=[CH:28][CH:29]=1. The catalyst class is: 2. (5) Reactant: [C:1]([C:3]1[CH:11]=[CH:10][C:6]([C:7]([OH:9])=[O:8])=[CH:5][N:4]=1)#[N:2].[F:12][C:13]([F:18])([F:17])[C:14]([O-:16])=[O:15].[H][H]. Product: [F:12][C:13]([F:18])([F:17])[C:14]([OH:16])=[O:15].[NH2:2][CH2:1][C:3]1[CH:11]=[CH:10][C:6]([C:7]([OH:9])=[O:8])=[CH:5][N:4]=1. The catalyst class is: 94. (6) Reactant: Cl[C:2]([O:4][CH2:5][C:6]1[CH:11]=[CH:10][CH:9]=[CH:8][CH:7]=1)=[O:3].[C:12]([NH:22][C:23]1[CH:28]=[CH:27][C:26]([C:29]2([OH:46])[CH2:32][N:31](C(C3C=CC=CC=3)C3C=CC=CC=3)[CH2:30]2)=[C:25]([F:47])[CH:24]=1)([O:14][CH2:15][C:16]1[CH:21]=[CH:20][CH:19]=[CH:18][CH:17]=1)=[O:13]. Product: [C:2]([N:31]1[CH2:32][C:29]([C:26]2[CH:27]=[CH:28][C:23]([NH:22][C:12]([O:14][CH2:15][C:16]3[CH:21]=[CH:20][CH:19]=[CH:18][CH:17]=3)=[O:13])=[CH:24][C:25]=2[F:47])([OH:46])[CH2:30]1)([O:4][CH2:5][C:6]1[CH:11]=[CH:10][CH:9]=[CH:8][CH:7]=1)=[O:3]. The catalyst class is: 48. (7) Reactant: [CH3:1][C:2]1([CH3:10])[O:7][C:6](=[O:8])[CH2:5][C:4](=[O:9])[O:3]1.[CH:11](OCC)(OCC)OCC.[N:21]1[CH:26]=[CH:25][C:24]([NH2:27])=[CH:23][CH:22]=1. Product: [CH3:1][C:2]1([CH3:10])[O:7][C:6](=[O:8])[C:5](=[CH:11][NH:27][C:24]2[CH:25]=[CH:26][N:21]=[CH:22][CH:23]=2)[C:4](=[O:9])[O:3]1. The catalyst class is: 81. (8) Reactant: [I:1][C:2]1[CH:3]=[CH:4][C:5]([N:8]2[CH2:13][CH2:12][NH:11][CH2:10][CH2:9]2)=[N:6][CH:7]=1.[Cl:14][C:15]1[CH:23]=[CH:22][C:21]([Cl:24])=[CH:20][C:16]=1[C:17](O)=[O:18].CCN=C=NCCCN(C)C.C1C=CC2N(O)N=NC=2C=1.C(N(CC)CC)C.IC1C=CC(N2CCN(C(C3C=CC=CC=3C(F)(F)F)=O)CC2)=NC=1. Product: [I:1][C:2]1[CH:3]=[CH:4][C:5]([N:8]2[CH2:9][CH2:10][N:11]([C:17]([C:16]3[CH:20]=[C:21]([Cl:24])[CH:22]=[CH:23][C:15]=3[Cl:14])=[O:18])[CH2:12][CH2:13]2)=[N:6][CH:7]=1. The catalyst class is: 4.